From a dataset of NCI-60 drug combinations with 297,098 pairs across 59 cell lines. Regression. Given two drug SMILES strings and cell line genomic features, predict the synergy score measuring deviation from expected non-interaction effect. (1) Synergy scores: CSS=31.7, Synergy_ZIP=4.92, Synergy_Bliss=6.78, Synergy_Loewe=-7.18, Synergy_HSA=7.59. Cell line: OVCAR-8. Drug 1: COC1=CC(=CC(=C1O)OC)C2C3C(COC3=O)C(C4=CC5=C(C=C24)OCO5)OC6C(C(C7C(O6)COC(O7)C8=CC=CS8)O)O. Drug 2: CS(=O)(=O)CCNCC1=CC=C(O1)C2=CC3=C(C=C2)N=CN=C3NC4=CC(=C(C=C4)OCC5=CC(=CC=C5)F)Cl. (2) Drug 1: CCN(CC)CCNC(=O)C1=C(NC(=C1C)C=C2C3=C(C=CC(=C3)F)NC2=O)C. Cell line: UACC62. Drug 2: CCN(CC)CCCC(C)NC1=C2C=C(C=CC2=NC3=C1C=CC(=C3)Cl)OC. Synergy scores: CSS=9.78, Synergy_ZIP=-5.30, Synergy_Bliss=-5.83, Synergy_Loewe=-2.74, Synergy_HSA=-2.39. (3) Drug 1: CN1CCC(CC1)COC2=C(C=C3C(=C2)N=CN=C3NC4=C(C=C(C=C4)Br)F)OC. Drug 2: C1CCN(CC1)CCOC2=CC=C(C=C2)C(=O)C3=C(SC4=C3C=CC(=C4)O)C5=CC=C(C=C5)O. Cell line: OVCAR-8. Synergy scores: CSS=10.9, Synergy_ZIP=0.864, Synergy_Bliss=7.97, Synergy_Loewe=4.40, Synergy_HSA=7.25. (4) Drug 1: C1=CC(=CC=C1CC(C(=O)O)N)N(CCCl)CCCl.Cl. Drug 2: CCC1=C2CN3C(=CC4=C(C3=O)COC(=O)C4(CC)O)C2=NC5=C1C=C(C=C5)O. Cell line: NCI-H522. Synergy scores: CSS=30.7, Synergy_ZIP=-9.33, Synergy_Bliss=-8.31, Synergy_Loewe=-26.5, Synergy_HSA=-3.36. (5) Drug 1: C1=CC(=CC=C1CC(C(=O)O)N)N(CCCl)CCCl.Cl. Drug 2: CC(C1=C(C=CC(=C1Cl)F)Cl)OC2=C(N=CC(=C2)C3=CN(N=C3)C4CCNCC4)N. Cell line: NCI-H522. Synergy scores: CSS=12.5, Synergy_ZIP=2.20, Synergy_Bliss=1.92, Synergy_Loewe=0.0174, Synergy_HSA=1.76. (6) Drug 1: CC1C(C(=O)NC(C(=O)N2CCCC2C(=O)N(CC(=O)N(C(C(=O)O1)C(C)C)C)C)C(C)C)NC(=O)C3=C4C(=C(C=C3)C)OC5=C(C(=O)C(=C(C5=N4)C(=O)NC6C(OC(=O)C(N(C(=O)CN(C(=O)C7CCCN7C(=O)C(NC6=O)C(C)C)C)C)C(C)C)C)N)C. Drug 2: B(C(CC(C)C)NC(=O)C(CC1=CC=CC=C1)NC(=O)C2=NC=CN=C2)(O)O. Cell line: SN12C. Synergy scores: CSS=36.7, Synergy_ZIP=-6.90, Synergy_Bliss=-5.77, Synergy_Loewe=-15.6, Synergy_HSA=-4.09.